This data is from KCNQ2 potassium channel screen with 302,405 compounds. The task is: Binary Classification. Given a drug SMILES string, predict its activity (active/inactive) in a high-throughput screening assay against a specified biological target. (1) The result is 0 (inactive). The compound is FC(F)(F)c1c(NC(=O)CN(CC)C(=O)CCOc2c(cccc2)C)cccc1. (2) The result is 0 (inactive). The drug is O=C(N1CCN(CC1)c1nc(N2CCN(CC2)C(=O)C(n2nnc(c2)C(N)Cc2ccc(O)cc2)CCC(O)=O)nc(n1)NCCOCCOCCOCC#C)C(n1nnc(C(N)CC(C)C)c1)CCC(O)=O.